Dataset: NCI-60 drug combinations with 297,098 pairs across 59 cell lines. Task: Regression. Given two drug SMILES strings and cell line genomic features, predict the synergy score measuring deviation from expected non-interaction effect. (1) Drug 1: CCN(CC)CCNC(=O)C1=C(NC(=C1C)C=C2C3=C(C=CC(=C3)F)NC2=O)C. Drug 2: CC1C(C(CC(O1)OC2CC(CC3=C2C(=C4C(=C3O)C(=O)C5=CC=CC=C5C4=O)O)(C(=O)C)O)N)O. Cell line: NCI-H522. Synergy scores: CSS=46.7, Synergy_ZIP=3.10, Synergy_Bliss=3.01, Synergy_Loewe=-32.0, Synergy_HSA=1.27. (2) Drug 1: CC1C(C(CC(O1)OC2CC(CC3=C2C(=C4C(=C3O)C(=O)C5=C(C4=O)C(=CC=C5)OC)O)(C(=O)C)O)N)O.Cl. Drug 2: CC1C(C(CC(O1)OC2CC(OC(C2O)C)OC3=CC4=CC5=C(C(=O)C(C(C5)C(C(=O)C(C(C)O)O)OC)OC6CC(C(C(O6)C)O)OC7CC(C(C(O7)C)O)OC8CC(C(C(O8)C)O)(C)O)C(=C4C(=C3C)O)O)O)O. Cell line: NCI-H522. Synergy scores: CSS=74.8, Synergy_ZIP=36.5, Synergy_Bliss=36.4, Synergy_Loewe=27.9, Synergy_HSA=37.2. (3) Drug 1: C1=CC(=CC=C1CCC2=CNC3=C2C(=O)NC(=N3)N)C(=O)NC(CCC(=O)O)C(=O)O. Drug 2: CN(CC1=CN=C2C(=N1)C(=NC(=N2)N)N)C3=CC=C(C=C3)C(=O)NC(CCC(=O)O)C(=O)O. Cell line: A549. Synergy scores: CSS=46.2, Synergy_ZIP=-9.22, Synergy_Bliss=-11.7, Synergy_Loewe=-6.31, Synergy_HSA=-4.71. (4) Drug 1: CC1=C(C(CCC1)(C)C)C=CC(=CC=CC(=CC(=O)O)C)C. Drug 2: C(=O)(N)NO. Cell line: CAKI-1. Synergy scores: CSS=14.6, Synergy_ZIP=5.85, Synergy_Bliss=9.64, Synergy_Loewe=3.88, Synergy_HSA=5.54. (5) Drug 1: CN1C2=C(C=C(C=C2)N(CCCl)CCCl)N=C1CCCC(=O)O.Cl. Drug 2: CC(C)CN1C=NC2=C1C3=CC=CC=C3N=C2N. Cell line: SK-MEL-28. Synergy scores: CSS=-1.91, Synergy_ZIP=0.424, Synergy_Bliss=-0.846, Synergy_Loewe=-2.66, Synergy_HSA=-2.37.